This data is from HIV replication inhibition screening data with 41,000+ compounds from the AIDS Antiviral Screen. The task is: Binary Classification. Given a drug SMILES string, predict its activity (active/inactive) in a high-throughput screening assay against a specified biological target. (1) The drug is CCN(CCO)CC1COc2ccccc2O1. The result is 0 (inactive). (2) The drug is Cc1sccc1C(=S)Nc1ccc(Cl)c(C=NOC(C)(C)C)c1. The result is 1 (active). (3) The drug is COc1cc2c(cc1OC)NCc1ccccc1NCc1cc(OC)c(OC)cc1NCc1ccccc1NC2. The result is 0 (inactive).